Dataset: Kir2.1 potassium channel HTS with 301,493 compounds. Task: Binary Classification. Given a drug SMILES string, predict its activity (active/inactive) in a high-throughput screening assay against a specified biological target. (1) The drug is S(=O)(=O)(NCc1ccccc1)c1cc2N(CCSc2cc1)C(=O)C. The result is 0 (inactive). (2) The drug is S(C(C(=O)N1CCN(CC1)c1ccccc1)c1ccccc1)c1ccccc1. The result is 0 (inactive). (3) The compound is O=C(Nc1n(CC)c(=O)nc2c1cccc2)C(C)C. The result is 0 (inactive). (4) The drug is Brc1ccc(CNCCCSc2nc(cc(n2)C)C)cc1. The result is 1 (active). (5) The molecule is O(c1cc2c(cc1)cccc2)CC(=O)NC(c1ccc(O)cc1)C(O)=O. The result is 0 (inactive). (6) The compound is Fc1cc(CN(C(C(=O)NCc2ccc(OC)cc2)C)C)ccc1. The result is 0 (inactive).